From a dataset of Forward reaction prediction with 1.9M reactions from USPTO patents (1976-2016). Predict the product of the given reaction. (1) Given the reactants [CH3:1][C:2]1([CH3:32])[C:10]2[CH:9]=[C:8]3[NH:11][C:12]([CH2:14][CH2:15][C:16]4[CH:17]=[C:18]([NH:22]C(=O)C)[CH:19]=[CH:20][CH:21]=4)=[N:13][C:7]3=[CH:6][C:5]=2[N:4]([CH2:26][CH2:27][CH2:28][CH2:29][CH3:30])[C:3]1=[O:31], predict the reaction product. The product is: [NH2:22][C:18]1[CH:17]=[C:16]([CH2:15][CH2:14][C:12]2[NH:11][C:8]3=[CH:9][C:10]4[C:2]([CH3:32])([CH3:1])[C:3](=[O:31])[N:4]([CH2:26][CH2:27][CH2:28][CH2:29][CH3:30])[C:5]=4[CH:6]=[C:7]3[N:13]=2)[CH:21]=[CH:20][CH:19]=1. (2) Given the reactants C(=O)([O-])[O-].[K+].[K+].[F:7][C:8]1[CH:13]=[CH:12][C:11]([S:14]([NH:17][C:18]2[C:27]([C:28]([O:30][CH3:31])=[O:29])=[C:26]3[C:21]([CH:22]4[CH2:32][CH:23]4[CH2:24][O:25]3)=[CH:20][CH:19]=2)(=[O:16])=[O:15])=[C:10]([CH2:33][N:34](C)[C:35](=O)C(F)(F)F)[CH:9]=1, predict the reaction product. The product is: [F:7][C:8]1[CH:13]=[CH:12][C:11]([S:14]([NH:17][C:18]2[C:27]([C:28]([O:30][CH3:31])=[O:29])=[C:26]3[C:21]([CH:22]4[CH2:32][CH:23]4[CH2:24][O:25]3)=[CH:20][CH:19]=2)(=[O:15])=[O:16])=[C:10]([CH2:33][NH:34][CH3:35])[CH:9]=1. (3) Given the reactants [F:1][C:2]1[C:7]([OH:8])=[CH:6][CH:5]=[C:4]([F:9])[C:3]=1[C:10]#[N:11].C([O-])([O-])=O.[K+].[K+].N[C@H](C(O)=O)CC1C=C2C(C=CC=C2)=CC=1.[Cl:34][C:35]1[CH:36]=[CH:37][C:38]2[S:42][C:41]([CH2:43]Cl)=[N:40][C:39]=2[CH:45]=1, predict the reaction product. The product is: [Cl:34][C:35]1[CH:36]=[CH:37][C:38]2[S:42][C:41]([CH2:43][O:8][C:7]3[C:2]([F:1])=[C:3]([C:10]#[N:11])[C:4]([F:9])=[CH:5][CH:6]=3)=[N:40][C:39]=2[CH:45]=1. (4) Given the reactants [O:1]=[C:2]1[CH2:6][CH2:5][N:4]([C:7]([O:9][C:10]([CH3:13])([CH3:12])[CH3:11])=[O:8])[CH2:3]1.[BH4-].[Na+].Cl, predict the reaction product. The product is: [OH:1][CH:2]1[CH2:6][CH2:5][N:4]([C:7]([O:9][C:10]([CH3:13])([CH3:12])[CH3:11])=[O:8])[CH2:3]1. (5) Given the reactants Br[C:2]1[CH:9]=[C:8]([S:10]([N:13]2[C:22]3[C:17](=[CH:18][C:19]([C:23]4[CH:28]=[CH:27][C:26]([C:29]([F:32])([F:31])[F:30])=[CH:25][CH:24]=4)=[CH:20][CH:21]=3)[CH2:16][C:15]([CH3:34])([CH3:33])[CH2:14]2)(=[O:12])=[O:11])[CH:7]=[CH:6][C:3]=1[C:4]#[N:5].BrC1[CH:37]=[C:38]2[C:43](=CC=1)NCC(C)(C)C2.BrC1C=C(S(Cl)(=O)=O)C=CC=1C#N.ClC1C=C(N2C3C(=CC(C4C=CC(C(F)(F)F)=CC=4)=CC=3)C(C)(C)CC2)C=CC=1C1NC(=O)ON=1.P([O-])([O-])([O-])=O.[K+].[K+].[K+].C1(P(C2CCCCC2)C2CCCCC2)CCCCC1.C1(B(O)O)CC1, predict the reaction product. The product is: [CH:43]1([C:2]2[CH:9]=[C:8]([S:10]([N:13]3[C:22]4[C:17](=[CH:18][C:19]([C:23]5[CH:28]=[CH:27][C:26]([C:29]([F:30])([F:31])[F:32])=[CH:25][CH:24]=5)=[CH:20][CH:21]=4)[CH2:16][C:15]([CH3:33])([CH3:34])[CH2:14]3)(=[O:11])=[O:12])[CH:7]=[CH:6][C:3]=2[C:4]#[N:5])[CH2:38][CH2:37]1. (6) Given the reactants CC([Si](C)(C)[O:6][C@H:7]([C:51]1[CH:52]=[N:53][CH:54]=[CH:55][CH:56]=1)[CH2:8][N:9]([CH2:17][C@H:18]1[CH2:27][CH2:26][C:25]2[C:20](=[CH:21][CH:22]=[C:23]([C:28]3[CH:43]=[CH:42][C:31]([C:32]([O:34]CC4C=CC=CC=4)=[O:33])=[C:30]([O:44][C:45]4[CH:50]=[CH:49][CH:48]=[CH:47][CH:46]=4)[CH:29]=3)[CH:24]=2)[O:19]1)C(OC(C)(C)C)=O)(C)C.Cl, predict the reaction product. The product is: [OH:6][C@H:7]([C:51]1[CH:52]=[N:53][CH:54]=[CH:55][CH:56]=1)[CH2:8][NH:9][CH2:17][C@H:18]1[CH2:27][CH2:26][C:25]2[C:20](=[CH:21][CH:22]=[C:23]([C:28]3[CH:43]=[CH:42][C:31]([C:32]([OH:34])=[O:33])=[C:30]([O:44][C:45]4[CH:46]=[CH:47][CH:48]=[CH:49][CH:50]=4)[CH:29]=3)[CH:24]=2)[O:19]1. (7) Given the reactants O[C:2]12[CH2:11][CH:6]3[CH2:7][CH:8]([CH2:10][CH:4]([C:5]3=[O:12])[CH2:3]1)[CH2:9]2.FC(F)(F)S(O)(=O)=O.C([O-])(O)=O.[Na+], predict the reaction product. The product is: [C:2]1([C:2]23[CH2:11][CH:6]4[CH2:7][CH:8]([CH2:10][CH:4]([C:5]4=[O:12])[CH2:3]2)[CH2:9]3)[CH:11]=[CH:6][CH:5]=[CH:4][CH:3]=1. (8) Given the reactants S(Cl)([Cl:3])=O.[Cl:5][C:6]1[CH:11]=[CH:10][C:9]([C:12]2[N:13]=[C:14]([C:40]([NH:42][N:43]3[CH2:48][CH2:47][CH2:46][CH2:45][CH2:44]3)=[O:41])[C:15]([CH2:25][N:26]3[CH:30]=[C:29]([CH2:31][NH:32]C(=O)OC(C)(C)C)[N:28]=[N:27]3)=[N:16][C:17]=2[C:18]2[CH:23]=[CH:22][C:21]([Cl:24])=[CH:20][CH:19]=2)=[CH:8][CH:7]=1, predict the reaction product. The product is: [ClH:3].[NH2:32][CH2:31][C:29]1[N:28]=[N:27][N:26]([CH2:25][C:15]2[C:14]([C:40]([NH:42][N:43]3[CH2:48][CH2:47][CH2:46][CH2:45][CH2:44]3)=[O:41])=[N:13][C:12]([C:9]3[CH:10]=[CH:11][C:6]([Cl:5])=[CH:7][CH:8]=3)=[C:17]([C:18]3[CH:19]=[CH:20][C:21]([Cl:24])=[CH:22][CH:23]=3)[N:16]=2)[CH:30]=1.